This data is from Full USPTO retrosynthesis dataset with 1.9M reactions from patents (1976-2016). The task is: Predict the reactants needed to synthesize the given product. (1) The reactants are: Cl[C:2]1[C:11]2[C:6](=[CH:7][CH:8]=[CH:9][CH:10]=2)[N:5]=[C:4]([C:12]2[CH:17]=[CH:16][C:15]([O:18][C:19]([F:22])([F:21])[F:20])=[CH:14][CH:13]=2)[CH:3]=1.[F:23][C:24]([F:31])([F:30])[C:25]1[CH:29]=[CH:28][NH:27][N:26]=1.[H-].[Na+]. Given the product [F:20][C:19]([F:22])([F:21])[O:18][C:15]1[CH:16]=[CH:17][C:12]([C:4]2[CH:3]=[C:2]([N:27]3[CH:28]=[CH:29][C:25]([C:24]([F:31])([F:30])[F:23])=[N:26]3)[C:11]3[C:6](=[CH:7][CH:8]=[CH:9][CH:10]=3)[N:5]=2)=[CH:13][CH:14]=1, predict the reactants needed to synthesize it. (2) Given the product [CH3:11][N:12]([CH3:14])[CH:13]=[CH:2][C:1]([C:4]1[CH:8]=[CH:7][S:6][CH:5]=1)=[O:3], predict the reactants needed to synthesize it. The reactants are: [C:1]([C:4]1[CH:8]=[CH:7][S:6][CH:5]=1)(=[O:3])[CH3:2].CO[CH:11](OC)[N:12]([CH3:14])[CH3:13]. (3) Given the product [C:2]([N+:6]([O-:7])=[CH:8][C:10]1[C:11]([S:20][CH3:21])=[N:12][C:13]2[C:18]([CH:19]=1)=[CH:17][CH:16]=[CH:15][CH:14]=2)([CH3:5])([CH3:4])[CH3:3], predict the reactants needed to synthesize it. The reactants are: Cl.[C:2]([NH:6][OH:7])([CH3:5])([CH3:4])[CH3:3].[CH:8]([C:10]1[C:11]([S:20][CH3:21])=[N:12][C:13]2[C:18]([CH:19]=1)=[CH:17][CH:16]=[CH:15][CH:14]=2)=O. (4) Given the product [N+:21]([C:24]1[CH:25]=[CH:26][C:27]([C:28]([NH:18][C:13]2[C:12]([NH:11][C:9](=[O:10])[C:8]3[CH:19]=[CH:20][C:5]([C:1]([CH3:4])([CH3:2])[CH3:3])=[CH:6][CH:7]=3)=[CH:17][CH:16]=[CH:15][CH:14]=2)=[O:29])=[CH:31][CH:32]=1)([O-:23])=[O:22], predict the reactants needed to synthesize it. The reactants are: [C:1]([C:5]1[CH:20]=[CH:19][C:8]([C:9]([NH:11][C:12]2[C:13]([NH2:18])=[CH:14][CH:15]=[CH:16][CH:17]=2)=[O:10])=[CH:7][CH:6]=1)([CH3:4])([CH3:3])[CH3:2].[N+:21]([C:24]1[CH:32]=[CH:31][C:27]([C:28](O)=[O:29])=[CH:26][CH:25]=1)([O-:23])=[O:22].